Dataset: Full USPTO retrosynthesis dataset with 1.9M reactions from patents (1976-2016). Task: Predict the reactants needed to synthesize the given product. (1) Given the product [C:1]([C:3]1[CH:4]=[CH:5][C:6]([CH2:9][CH2:10][O:11][C:12]2[CH:13]=[C:14]([N:18]([CH2:35][CH2:36][OH:37])[S:19]([C:22]3[CH:27]=[CH:26][CH:25]=[CH:24][CH:23]=3)(=[O:21])=[O:20])[CH:15]=[CH:16][CH:17]=2)=[CH:7][CH:8]=1)#[N:2], predict the reactants needed to synthesize it. The reactants are: [C:1]([C:3]1[CH:8]=[CH:7][C:6]([CH2:9][CH2:10][O:11][C:12]2[CH:13]=[C:14]([NH:18][S:19]([C:22]3[CH:27]=[CH:26][CH:25]=[CH:24][CH:23]=3)(=[O:21])=[O:20])[CH:15]=[CH:16][CH:17]=2)=[CH:5][CH:4]=1)#[N:2].C([O-])([O-])=O.[K+].[K+].Cl[CH2:35][CH2:36][OH:37].[Na+].[I-]. (2) Given the product [C:23]([C:8]1[C:9]2[CH2:14][CH2:13][N:12]([C:15]([O:17][C:18]([CH3:21])([CH3:20])[CH3:19])=[O:16])[CH2:11][C:10]=2[S:22][C:7]=1[NH:6][C:4](=[O:5])[C:3]1[CH:27]=[CH:28][CH:29]=[CH:30][C:2]=1[Cl:1])(=[O:25])[NH2:31], predict the reactants needed to synthesize it. The reactants are: [Cl:1][C:2]1[CH:30]=[CH:29][CH:28]=[CH:27][C:3]=1[C:4]([NH:6][C:7]1[S:22][C:10]2[CH2:11][N:12]([C:15]([O:17][C:18]([CH3:21])([CH3:20])[CH3:19])=[O:16])[CH2:13][CH2:14][C:9]=2[C:8]=1[C:23]([O:25]C)=O)=[O:5].[NH3:31]. (3) Given the product [F:1][C:2]([F:31])([F:30])[C:3]1[CH:4]=[C:5]([CH:23]=[C:24]([C:26]([F:29])([F:28])[F:27])[CH:25]=1)[CH2:6][N:7]([CH2:14][C:15]1[C:20]([C:36]2[CH:37]=[C:38]([CH:39]([CH3:41])[CH3:40])[C:33]([F:32])=[CH:34][C:35]=2[O:45][CH3:46])=[CH:19][CH:18]=[C:17]([Cl:22])[N:16]=1)[C:8]1[N:9]=[N:10][N:11]([CH3:13])[N:12]=1, predict the reactants needed to synthesize it. The reactants are: [F:1][C:2]([F:31])([F:30])[C:3]1[CH:4]=[C:5]([CH:23]=[C:24]([C:26]([F:29])([F:28])[F:27])[CH:25]=1)[CH2:6][N:7]([CH2:14][C:15]1[C:20](Br)=[CH:19][CH:18]=[C:17]([Cl:22])[N:16]=1)[C:8]1[N:9]=[N:10][N:11]([CH3:13])[N:12]=1.[F:32][C:33]1[C:38]([CH:39]([CH3:41])[CH3:40])=[CH:37][C:36](B(O)O)=[C:35]([O:45][CH3:46])[CH:34]=1. (4) Given the product [Cl:1][C:2]1[CH:7]=[CH:6][C:5]([N:8]2[CH2:13][N:12]([S:33]([CH3:32])(=[O:35])=[O:34])[CH2:11][N:10]([C:14](=[O:23])[C:15]3[C:20]([F:21])=[CH:19][CH:18]=[CH:17][C:16]=3[F:22])[C:9]2=[O:24])=[CH:4][CH:3]=1, predict the reactants needed to synthesize it. The reactants are: [Cl:1][C:2]1[CH:7]=[CH:6][C:5]([N:8]2[CH2:13][NH:12][CH2:11][N:10]([C:14](=[O:23])[C:15]3[C:20]([F:21])=[CH:19][CH:18]=[CH:17][C:16]=3[F:22])[C:9]2=[O:24])=[CH:4][CH:3]=1.C(N(CC)CC)C.[CH3:32][S:33](Cl)(=[O:35])=[O:34]. (5) Given the product [F:1][C:2]1[CH:7]=[C:6]([CH:5]=[C:4]([O:11][CH3:12])[C:3]=1[O:13][CH3:14])[NH2:8], predict the reactants needed to synthesize it. The reactants are: [F:1][C:2]1[CH:7]=[C:6]([N+:8]([O-])=O)[CH:5]=[C:4]([O:11][CH3:12])[C:3]=1[O:13][CH3:14]. (6) Given the product [CH:32]1([CH2:31][O:30][C:22]2[CH:23]=[CH:24][C:25]3[O:26][CH2:27][O:28][C:29]=3[C:21]=2[C:20]2[C:15]3[NH:14][C:13]([CH3:35])=[C:12]([C:10]([NH:9][C@H:6]4[CH2:7][CH2:8][C@@H:3]([NH:2][C:41](=[O:42])[C@@H:40]([OH:39])[CH3:44])[CH2:4][CH2:5]4)=[O:11])[C:16]=3[N:17]=[CH:18][N:19]=2)[CH2:34][CH2:33]1, predict the reactants needed to synthesize it. The reactants are: Cl.[NH2:2][C@@H:3]1[CH2:8][CH2:7][C@H:6]([NH:9][C:10]([C:12]2[C:16]3[N:17]=[CH:18][N:19]=[C:20]([C:21]4[C:29]5[O:28][CH2:27][O:26][C:25]=5[CH:24]=[CH:23][C:22]=4[O:30][CH2:31][CH:32]4[CH2:34][CH2:33]4)[C:15]=3[NH:14][C:13]=2[CH3:35])=[O:11])[CH2:5][CH2:4]1.C([O:39][C@@H:40]([CH3:44])[C:41](Cl)=[O:42])(=O)C. (7) Given the product [CH3:11][O:12][C:13]([C:15]1[O:16][C:17]([CH2:20][N:8]2[N:7]=[C:6]([N+:3]([O-:5])=[O:4])[CH:10]=[N:9]2)=[CH:18][CH:19]=1)=[O:14], predict the reactants needed to synthesize it. The reactants are: N#N.[N+:3]([C:6]1[CH:10]=[N:9][NH:8][N:7]=1)([O-:5])=[O:4].[CH3:11][O:12][C:13]([C:15]1[O:16][C:17]([CH2:20]Cl)=[CH:18][CH:19]=1)=[O:14].C([O-])([O-])=O.[K+].[K+].[Br-]. (8) Given the product [CH3:1][O:2][C:3](=[O:29])[CH:4]([NH2:18])[CH2:5][C:6]1[CH:7]=[C:8]2[C:12](=[C:13]([CH:15]([CH3:16])[CH3:17])[CH:14]=1)[NH:11][N:10]=[CH:9]2, predict the reactants needed to synthesize it. The reactants are: [CH3:1][O:2][C:3](=[O:29])[C:4]([NH:18]C(OCC1C=CC=CC=1)=O)=[CH:5][C:6]1[CH:7]=[C:8]2[C:12](=[C:13]([CH:15]([CH3:17])[CH3:16])[CH:14]=1)[NH:11][N:10]=[CH:9]2.